This data is from Catalyst prediction with 721,799 reactions and 888 catalyst types from USPTO. The task is: Predict which catalyst facilitates the given reaction. (1) Reactant: C(OC(=O)[NH:7][C@H:8]([C:10]1[CH:15]=[CH:14][CH:13]=[C:12]([CH:16]=O)[CH:11]=1)[CH3:9])(C)(C)C.S([CH2:29][N+:30]#[C-])(C1C=CC(C)=CC=1)(=O)=O.[C:32](=[O:35])([O-])[O-].[K+].[K+]. Product: [O:35]1[CH:32]=[C:16]([C:12]2[CH:11]=[C:10]([C@@H:8]([NH2:7])[CH3:9])[CH:15]=[CH:14][CH:13]=2)[N:30]=[CH:29]1. The catalyst class is: 8. (2) Reactant: N#N.[N+:3]([C:6]1[CH:10]=[N:9][N:8]([CH2:11][C:12]2[O:13][CH:14]=[C:15]([C:17]([OH:20])([CH3:19])[CH3:18])[N:16]=2)[N:7]=1)([O-])=O.[NH4+].[Cl-]. Product: [NH2:3][C:6]1[CH:10]=[N:9][N:8]([CH2:11][C:12]2[O:13][CH:14]=[C:15]([C:17]([OH:20])([CH3:18])[CH3:19])[N:16]=2)[N:7]=1. The catalyst class is: 314. (3) Product: [CH2:28]([C:32]1([CH3:38])[CH2:33][CH2:34][N:35]([C:17]2[N:16]3[N:19]=[C:20]([C:22]([O:24][CH2:25][CH3:26])=[O:23])[CH:21]=[C:15]3[N:14]=[C:13]([CH3:27])[C:12]=2[C@H:6]([O:5][C:1]([CH3:4])([CH3:3])[CH3:2])[C:7]([O:9][CH2:10][CH3:11])=[O:8])[CH2:36][CH2:37]1)[CH2:29][CH:30]=[CH2:31]. The catalyst class is: 179. Reactant: [C:1]([O:5][C@@H:6]([C:12]1[C:13]([CH3:27])=[N:14][C:15]2[N:16]([N:19]=[C:20]([C:22]([O:24][CH2:25][CH3:26])=[O:23])[CH:21]=2)[C:17]=1I)[C:7]([O:9][CH2:10][CH3:11])=[O:8])([CH3:4])([CH3:3])[CH3:2].[CH2:28]([C:32]1([CH3:38])[CH2:37][CH2:36][NH:35][CH2:34][CH2:33]1)[CH2:29][CH:30]=[CH2:31].Cl.CCN(C(C)C)C(C)C. (4) Reactant: FC(F)(F)C([O-])=O.[Br:8][C:9]1[CH:10]=[C:11]([F:20])[C:12]([CH2:15][C:16]([O:18]C)=[O:17])=[NH+:13][CH:14]=1.[OH-].[Na+]. Product: [Br:8][C:9]1[CH:10]=[C:11]([F:20])[C:12]([CH2:15][C:16]([OH:18])=[O:17])=[N:13][CH:14]=1. The catalyst class is: 5. (5) Reactant: [CH3:1][C:2]1[N:6]([CH2:7][C:8]([N:10]2[CH2:15][CH2:14][CH:13]([C:16]3[S:17][CH:18]=[C:19]([CH:21]=O)[N:20]=3)[CH2:12][CH2:11]2)=[O:9])[N:5]=[C:4]([C:23]([F:26])([F:25])[F:24])[CH:3]=1.[C:27](=O)([O-])[O-].[K+].[K+].[N+](=C(P(=O)(OC)OC)C(=O)C)=[N-]. Product: [C:21]([C:19]1[N:20]=[C:16]([CH:13]2[CH2:12][CH2:11][N:10]([C:8](=[O:9])[CH2:7][N:6]3[C:2]([CH3:1])=[CH:3][C:4]([C:23]([F:26])([F:24])[F:25])=[N:5]3)[CH2:15][CH2:14]2)[S:17][CH:18]=1)#[CH:27]. The catalyst class is: 5.